The task is: Regression/Classification. Given a drug SMILES string, predict its absorption, distribution, metabolism, or excretion properties. Task type varies by dataset: regression for continuous measurements (e.g., permeability, clearance, half-life) or binary classification for categorical outcomes (e.g., BBB penetration, CYP inhibition). For this dataset (lipophilicity_astrazeneca), we predict Y.. This data is from Experimental lipophilicity measurements (octanol/water distribution) for 4,200 compounds from AstraZeneca. (1) The Y is 2.00 logD. The drug is COc1cc(O)cc2occ(-c3ccc(O)cc3)c(=O)c12. (2) The compound is CN(C)C[C@H](O)Cc1ccc(Cl)c(C(=O)NCC23CC4CC(CC(C4)C2)C3)c1. The Y is 2.19 logD. (3) The molecule is CC(C)N1CCN(Cc2cnc(-c3ccc(C(=O)Nc4ccccc4N)cc3)c(C#N)c2)CC1. The Y is 1.28 logD.